The task is: Predict which catalyst facilitates the given reaction.. This data is from Catalyst prediction with 721,799 reactions and 888 catalyst types from USPTO. (1) Reactant: [H-].[Li+].[O:3]=[C:4]1[C:9]([C:10]([OH:12])=[O:11])=[CH:8][CH:7]=[CH:6][NH:5]1.[Br-].[Li+].Cl[C:16]([F:21])([F:20])C([O-])=O.[Na+]. Product: [F:20][CH:16]([F:21])[N:5]1[CH:6]=[CH:7][CH:8]=[C:9]([C:10]([OH:12])=[O:11])[C:4]1=[O:3]. The catalyst class is: 37. (2) Reactant: [CH3:1][C:2]([CH3:14])([CH3:13])[C:3]#[C:4][C:5]1[CH:12]=[CH:11][C:8]([C:9]#[N:10])=[CH:7][CH:6]=1.[C:15]([O:19][C:20](O[C:20]([O:19][C:15]([CH3:18])([CH3:17])[CH3:16])=[O:21])=[O:21])([CH3:18])([CH3:17])[CH3:16]. Product: [C:15]([O:19][C:20]([NH:10][CH2:9][C:8]1[CH:7]=[CH:6][C:5]([CH2:4][CH2:3][C:2]([CH3:14])([CH3:13])[CH3:1])=[CH:12][CH:11]=1)=[O:21])([CH3:18])([CH3:17])[CH3:16]. The catalyst class is: 19. (3) Reactant: [CH:1]1([C:4]2[C:5]([O:18][CH2:19][C:20]3([CH3:27])[CH2:25][CH2:24][C:23](=[CH2:26])[CH2:22][CH2:21]3)=[CH:6][C:7]([F:17])=[C:8]([CH:16]=2)[C:9]([O:11][C:12]([CH3:15])([CH3:14])[CH3:13])=[O:10])[CH2:3][CH2:2]1.O1CCCC1.C[Si](C)(C)[C:35](F)([F:37])[F:36].[I-].[Na+]. Product: [CH:1]1([C:4]2[C:5]([O:18][CH2:19][C:20]3([CH3:27])[CH2:25][CH2:24][C:23]4([C:35]([F:37])([F:36])[CH2:26]4)[CH2:22][CH2:21]3)=[CH:6][C:7]([F:17])=[C:8]([CH:16]=2)[C:9]([O:11][C:12]([CH3:14])([CH3:13])[CH3:15])=[O:10])[CH2:3][CH2:2]1. The catalyst class is: 13. (4) Reactant: O.[NH2:2][NH2:3].[Cl:4][C:5]1[S:31][C:8]2[NH:9][C:10]([C:12]([NH:14][CH:15]3[CH2:24][C:23]4[C:18](=[CH:19][CH:20]=[CH:21][CH:22]=4)[N:17]([CH2:25][C:26]([O:28]C)=O)[C:16]3=[O:30])=[O:13])=[CH:11][C:7]=2[CH:6]=1. Product: [Cl:4][C:5]1[S:31][C:8]2[NH:9][C:10]([C:12]([NH:14][CH:15]3[CH2:24][C:23]4[C:18](=[CH:19][CH:20]=[CH:21][CH:22]=4)[N:17]([CH2:25][C:26]([NH:2][NH2:3])=[O:28])[C:16]3=[O:30])=[O:13])=[CH:11][C:7]=2[CH:6]=1. The catalyst class is: 14.